This data is from Forward reaction prediction with 1.9M reactions from USPTO patents (1976-2016). The task is: Predict the product of the given reaction. (1) Given the reactants [CH2:1]([C@:3]1([OH:9])[CH2:7][CH2:6][NH:5][C@H:4]1[CH3:8])[CH3:2].F[C:11]1[CH:18]=[CH:17][C:14]([C:15]#[N:16])=[CH:13][C:12]=1[C:19]([F:22])([F:21])[F:20].C(=O)([O-])[O-].[Li+].[Li+], predict the reaction product. The product is: [CH2:1]([C@:3]1([OH:9])[CH2:7][CH2:6][N:5]([C:11]2[CH:18]=[CH:17][C:14]([C:15]#[N:16])=[CH:13][C:12]=2[C:19]([F:20])([F:22])[F:21])[C@H:4]1[CH3:8])[CH3:2]. (2) Given the reactants [CH3:1][O:2][C:3]1[CH:4]=[C:5]2[C:10](=[CH:11][CH:12]=1)[CH2:9][NH:8][CH2:7][C:6]2([CH3:14])[CH3:13].[CH:15](O)=[O:16].Cl.CN(C)CCCN=C=NCC, predict the reaction product. The product is: [CH3:1][O:2][C:3]1[CH:4]=[C:5]2[C:10](=[CH:11][CH:12]=1)[CH2:9][N:8]([CH:15]=[O:16])[CH2:7][C:6]2([CH3:14])[CH3:13]. (3) The product is: [C:20]([C:4]1[CH:3]=[C:2]([C:22]([CH3:27])=[CH2:23])[C:10]2[O:9][C:8]([C:11]3[CH:19]=[CH:18][C:14]([C:15]([O:17][CH3:29])=[O:16])=[CH:13][CH:12]=3)=[N:7][C:6]=2[CH:5]=1)#[N:21]. Given the reactants Br[C:2]1[C:10]2[O:9][C:8]([C:11]3[CH:19]=[CH:18][C:14]([C:15]([O-:17])=[O:16])=[CH:13][CH:12]=3)=[N:7][C:6]=2[CH:5]=[C:4]([C:20]#[N:21])[CH:3]=1.[C:22]1(C)[CH:27]=CC=C[CH:23]=1.[C:29](=O)([O-])[O-].[Na+].[Na+].C(B(O)O)(C)=C, predict the reaction product. (4) Given the reactants [NH2:1][C@H:2]([CH2:24][C:25]1[S:29][CH:28]=[N:27][CH:26]=1)[CH2:3][C@H:4]([OH:23])[C@@H:5]([NH:13][C:14]([O:16][CH2:17][C:18]1[S:22][CH:21]=[N:20][CH:19]=1)=[O:15])[CH2:6][C:7]1[CH:12]=[CH:11][CH:10]=[CH:9][CH:8]=1.[CH:30]([C:33]1[S:34][CH:35]=[C:36]([CH2:38][O:39][C:40]([NH:42][C@H:43]([C:47](O)=[O:48])[CH:44]([CH3:46])[CH3:45])=[O:41])[N:37]=1)([CH3:32])[CH3:31].CO, predict the reaction product. The product is: [CH:30]([C:33]1[S:34][CH:35]=[C:36]([CH2:38][O:39][C:40]([NH:42][C@H:43]([C:47]([NH:1][C@H:2]([CH2:24][C:25]2[S:29][CH:28]=[N:27][CH:26]=2)[CH2:3][C@H:4]([OH:23])[C@@H:5]([NH:13][C:14]([O:16][CH2:17][C:18]2[S:22][CH:21]=[N:20][CH:19]=2)=[O:15])[CH2:6][C:7]2[CH:12]=[CH:11][CH:10]=[CH:9][CH:8]=2)=[O:48])[CH:44]([CH3:46])[CH3:45])=[O:41])[N:37]=1)([CH3:32])[CH3:31]. (5) Given the reactants [CH2:1]([N:8]1[CH2:13][CH2:12][CH:11]([C:14](=[N:25][NH2:26])[C:15]2[C:20](Cl)=[CH:19][N:18]=[C:17]3[NH:22][CH:23]=[CH:24][C:16]=23)[CH2:10][CH2:9]1)[C:2]1[CH:7]=[CH:6][CH:5]=[CH:4][CH:3]=1.CC(C)([O-])C.[Na+], predict the reaction product. The product is: [CH2:1]([N:8]1[CH2:13][CH2:12][CH:11]([C:14]2[C:15]3=[C:16]4[CH:24]=[CH:23][NH:22][C:17]4=[N:18][CH:19]=[C:20]3[NH:26][N:25]=2)[CH2:10][CH2:9]1)[C:2]1[CH:7]=[CH:6][CH:5]=[CH:4][CH:3]=1. (6) Given the reactants [NH2:1][CH2:2][CH2:3][CH2:4][CH2:5][C@@H:6]([C:14]([O:16][CH2:17][CH2:18][Si:19]([CH3:22])([CH3:21])[CH3:20])=[O:15])[C:7]([O:9][C:10]([CH3:13])([CH3:12])[CH3:11])=[O:8].[C:23]([O:30][CH3:31])(=[O:29])/[CH:24]=[CH:25]/[C:26]([O-])=[O:27].CCN(C(C)C)C(C)C.CN(C(ON1N=NC2C=CC=NC1=2)=[N+](C)C)C.F[P-](F)(F)(F)(F)F, predict the reaction product. The product is: [CH3:31][O:30][C:23](=[O:29])/[CH:24]=[CH:25]/[C:26]([NH:1][CH2:2][CH2:3][CH2:4][CH2:5][C@@H:6]([C:14]([O:16][CH2:17][CH2:18][Si:19]([CH3:22])([CH3:21])[CH3:20])=[O:15])[C:7]([O:9][C:10]([CH3:12])([CH3:13])[CH3:11])=[O:8])=[O:27].